From a dataset of Reaction yield outcomes from USPTO patents with 853,638 reactions. Predict the reaction yield, written as a fraction of the theoretical maximum amount of product (1.0 means a 100% yield; for example, 0.34 means a 34% yield). (1) The reactants are [F:1][CH:2]([F:30])[C:3]1[C:11]2[C:6](=[CH:7][C:8]([Cl:12])=[CH:9][CH:10]=2)[N:5]([S:13]([C:16]2[CH:21]=[CH:20][C:19]([O:22][CH3:23])=[C:18]([N:24]3[CH2:29][CH2:28][NH:27][CH2:26][CH2:25]3)[CH:17]=2)(=[O:15])=[O:14])[CH:4]=1.C([BH3-])#N.[Na+].C(O)(=O)C.[O:39]1[CH2:42][C:41](=O)[CH2:40]1. The catalyst is CO. The product is [Cl:12][C:8]1[CH:7]=[C:6]2[C:11]([C:3]([CH:2]([F:1])[F:30])=[CH:4][N:5]2[S:13]([C:16]2[CH:21]=[CH:20][C:19]([O:22][CH3:23])=[C:18]([N:24]3[CH2:29][CH2:28][N:27]([CH:41]4[CH2:42][O:39][CH2:40]4)[CH2:26][CH2:25]3)[CH:17]=2)(=[O:15])=[O:14])=[CH:10][CH:9]=1. The yield is 0.941. (2) The reactants are C(N(CC)CC)C.[CH3:8][O:9][CH:10]([O:19][CH3:20])[CH2:11][NH:12][CH:13]1[CH2:18][CH2:17][CH2:16][CH2:15][CH2:14]1.[C:21](Cl)(=[O:24])[CH:22]=[CH2:23]. The catalyst is ClCCl. The product is [CH:13]1([N:12]([CH2:11][CH:10]([O:19][CH3:20])[O:9][CH3:8])[C:21](=[O:24])[CH:22]=[CH2:23])[CH2:18][CH2:17][CH2:16][CH2:15][CH2:14]1. The yield is 0.990. (3) The reactants are [Cl:1][C:2]1[CH:3]=[C:4]([C:19]2[N:23]=[C:22]([C:24]([NH:26][CH2:27][C:28]3[CH:33]=[CH:32][C:31]([OH:34])=[CH:30][CH:29]=3)=[O:25])[O:21][N:20]=2)[CH:5]=[C:6]([Cl:18])[C:7]=1[O:8]CC1C=CC(OC)=CC=1.[F:35][C:36]1[CH:41]=[CH:40][C:39](B(O)O)=[CH:38][C:37]=1[C:45]([F:48])([F:47])[F:46].N1C=CC=CC=1. The catalyst is ClCCl.CC([O-])=O.CC([O-])=O.[Cu+2]. The product is [Cl:1][C:2]1[CH:3]=[C:4]([C:19]2[N:23]=[C:22]([C:24]([NH:26][CH2:27][C:28]3[CH:29]=[CH:30][C:31]([O:34][C:39]4[CH:40]=[CH:41][C:36]([F:35])=[C:37]([C:45]([F:48])([F:47])[F:46])[CH:38]=4)=[CH:32][CH:33]=3)=[O:25])[O:21][N:20]=2)[CH:5]=[C:6]([Cl:18])[C:7]=1[OH:8]. The yield is 0.710. (4) The reactants are C(OC([N:8]1[CH2:38][CH2:37][C:11]2([O:15][C:14](=[O:16])[N:13]([CH2:17][C:18]3[CH:23]=[CH:22][C:21]([O:24][CH2:25][CH:26]([CH3:28])[CH3:27])=[CH:20][CH:19]=3)[CH:12]2[CH2:29][C:30]2[CH:35]=[CH:34][C:33]([F:36])=[CH:32][CH:31]=2)[CH2:10][CH2:9]1)=O)(C)(C)C.[NH:39]1[CH2:44][CH2:43][O:42][CH2:41][CH2:40]1.[Cl:45][CH2:46][CH2:47][CH2:48]I.C(=O)([O-])[O-].[K+].[K+].[I-].[Na+]. The catalyst is C(#N)C.CN(C=O)C. The product is [ClH:45].[ClH:45].[F:36][C:33]1[CH:32]=[CH:31][C:30]([CH2:29][CH:12]2[C:11]3([CH2:37][CH2:38][N:8]([CH2:46][CH2:47][CH2:48][N:39]4[CH2:44][CH2:43][O:42][CH2:41][CH2:40]4)[CH2:9][CH2:10]3)[O:15][C:14](=[O:16])[N:13]2[CH2:17][C:18]2[CH:23]=[CH:22][C:21]([O:24][CH2:25][CH:26]([CH3:27])[CH3:28])=[CH:20][CH:19]=2)=[CH:35][CH:34]=1. The yield is 0.400. (5) The reactants are [F:1][C:2]1[CH:31]=[C:30]([F:32])[CH:29]=[CH:28][C:3]=1[CH2:4]N1C(=O)C=CC(CC2C3C(=CC=CC=3)N(CC(OC)=O)C=2C)=C1.[O:33]=[C:34]1[NH:39][N:38]=[C:37]([C:40]([O:42][CH3:43])=[O:41])[CH:36]=[CH:35]1.C(=O)([O-])[O-].[K+].[K+].FC1C=C(F)C=CC=1CBr. No catalyst specified. The product is [F:1][C:2]1[CH:31]=[C:30]([F:32])[CH:29]=[CH:28][C:3]=1[CH2:4][N:39]1[C:34](=[O:33])[CH:35]=[CH:36][C:37]([C:40]([O:42][CH3:43])=[O:41])=[N:38]1. The yield is 0.670. (6) The reactants are Br[C:2]1[CH:11]=[CH:10][CH:9]=[C:8]2[C:3]=1[CH:4]=[CH:5][N:6]=[CH:7]2.[CH3:12][O:13][CH:14]1[CH2:19][CH2:18][NH:17][CH2:16][CH2:15]1.C(O[Na])(C)(C)C. The catalyst is C1C=CC(/C=C/C(/C=C/C2C=CC=CC=2)=O)=CC=1.C1C=CC(/C=C/C(/C=C/C2C=CC=CC=2)=O)=CC=1.C1C=CC(/C=C/C(/C=C/C2C=CC=CC=2)=O)=CC=1.[Pd].[Pd].C1C=CC(P(C2C(C3C(P(C4C=CC=CC=4)C4C=CC=CC=4)=CC=C4C=3C=CC=C4)=C3C(C=CC=C3)=CC=2)C2C=CC=CC=2)=CC=1. The product is [CH3:12][O:13][CH:14]1[CH2:19][CH2:18][N:17]([C:2]2[CH:11]=[CH:10][CH:9]=[C:8]3[C:3]=2[CH:4]=[CH:5][N:6]=[CH:7]3)[CH2:16][CH2:15]1. The yield is 0.524.